Dataset: Catalyst prediction with 721,799 reactions and 888 catalyst types from USPTO. Task: Predict which catalyst facilitates the given reaction. (1) Reactant: [C:1]([O:5][C:6]([NH:8][C:9]1[CH:14]=[C:13](OS(C(F)(F)F)(=O)=O)[CH:12]=[C:11]([CH2:23][O:24][CH:25]2[CH2:30][CH2:29][CH2:28][CH2:27][O:26]2)[N:10]=1)=[O:7])([CH3:4])([CH3:3])[CH3:2].[NH:31]1[CH2:36][CH2:35][O:34][CH2:33][CH2:32]1.C(=O)([O-])O.[Na+]. Product: [C:1]([O:5][C:6](=[O:7])[NH:8][C:9]1[CH:14]=[C:13]([N:31]2[CH2:36][CH2:35][O:34][CH2:33][CH2:32]2)[CH:12]=[C:11]([CH2:23][O:24][CH:25]2[CH2:30][CH2:29][CH2:28][CH2:27][O:26]2)[N:10]=1)([CH3:4])([CH3:3])[CH3:2]. The catalyst class is: 16. (2) Reactant: [Br:1][C:2]1[N:6]([C@@H:7]2[O:24][CH2:23][C@@H:18]([O:19]C(=O)C)[C@@H:13]([O:14]C(=O)C)[C@H:8]2[O:9]C(=O)C)[C:5]2[CH:25]=[C:26]([CH3:30])[C:27]([Cl:29])=[CH:28][C:4]=2[N:3]=1.[Li+].[OH-].BrC1N([C@@H]2OC[C@@H](O)[C@@H](O)[C@H]2O)C2C=C(Cl)C(Cl)=CC=2N=1. Product: [Br:1][C:2]1[N:6]([C@@H:7]2[O:24][CH2:23][C@@H:18]([OH:19])[C@@H:13]([OH:14])[C@H:8]2[OH:9])[C:5]2[CH:25]=[C:26]([CH3:30])[C:27]([Cl:29])=[CH:28][C:4]=2[N:3]=1. The catalyst class is: 12.